Dataset: Reaction yield outcomes from USPTO patents with 853,638 reactions. Task: Predict the reaction yield, written as a fraction of the theoretical maximum amount of product (1.0 means a 100% yield; for example, 0.34 means a 34% yield). The reactants are [CH:1]1([NH:4][C:5](=[O:40])[C:6]2[CH:11]=[CH:10][C:9]([C:12]3[N:16]4[N:17]=[C:18]([C:28](=[O:38])[C:29]5[CH:34]=[CH:33][CH:32]=[C:31]([F:35])[C:30]=5[O:36][CH3:37])[CH:19]=[C:20]([NH:21][CH2:22][CH2:23][C:24]([F:27])([F:26])[F:25])[C:15]4=[N:14][CH:13]=3)=[CH:8][C:7]=2[CH3:39])[CH2:3][CH2:2]1.[CH3:41][Li].O. The catalyst is O1CCCC1. The product is [CH:1]1([NH:4][C:5](=[O:40])[C:6]2[CH:11]=[CH:10][C:9]([C:12]3[N:16]4[N:17]=[C:18]([C:28]([C:29]5[CH:34]=[CH:33][CH:32]=[C:31]([F:35])[C:30]=5[O:36][CH3:37])([OH:38])[CH3:41])[CH:19]=[C:20]([NH:21][CH2:22][CH2:23][C:24]([F:27])([F:25])[F:26])[C:15]4=[N:14][CH:13]=3)=[CH:8][C:7]=2[CH3:39])[CH2:2][CH2:3]1. The yield is 0.560.